This data is from Catalyst prediction with 721,799 reactions and 888 catalyst types from USPTO. The task is: Predict which catalyst facilitates the given reaction. (1) Reactant: [Cl:1][C:2]1[N:7]=[C:6](Cl)[C:5]([I:9])=[C:4]([C:10]([O:12][CH3:13])=[O:11])[N:3]=1.[CH2:14]([NH2:20])[C:15]1[O:19][CH:18]=[CH:17][CH:16]=1.C(N(CC)CC)C. The catalyst class is: 4. Product: [Cl:1][C:2]1[N:7]=[C:6]([NH:20][CH2:14][C:15]2[O:19][CH:18]=[CH:17][CH:16]=2)[C:5]([I:9])=[C:4]([C:10]([O:12][CH3:13])=[O:11])[N:3]=1. (2) Reactant: [CH2:1]([C:8]1[C:9]([C:19]#[N:20])=[N:10][C:11]2[C:16]([N:17]=1)=[CH:15][CH:14]=[C:13]([Cl:18])[CH:12]=2)[C:2]1[CH:7]=[CH:6][CH:5]=[CH:4][CH:3]=1.[CH:21]1([Mg]Br)[CH2:23][CH2:22]1.C(O)(C(F)(F)F)=O. Product: [CH2:1]([C:8]1[C:9]([CH2:19][NH:20][CH:21]2[CH2:23][CH2:22]2)=[N:10][C:11]2[C:16]([N:17]=1)=[CH:15][CH:14]=[C:13]([Cl:18])[CH:12]=2)[C:2]1[CH:3]=[CH:4][CH:5]=[CH:6][CH:7]=1. The catalyst class is: 2. (3) Reactant: [C:1]([N:5]1[C:9](=[O:10])[C:8]([NH:11][CH2:12][C:13]([O:15]C)=[O:14])=[C:7]([C:17]2[CH:22]=[CH:21][CH:20]=[CH:19][CH:18]=2)[S:6]1(=[O:24])=[O:23])([CH3:4])([CH3:3])[CH3:2].CO.[Li+].[OH-].Cl. Product: [C:1]([N:5]1[C:9](=[O:10])[C:8]([NH:11][CH2:12][C:13]([OH:15])=[O:14])=[C:7]([C:17]2[CH:22]=[CH:21][CH:20]=[CH:19][CH:18]=2)[S:6]1(=[O:24])=[O:23])([CH3:4])([CH3:2])[CH3:3]. The catalyst class is: 38. (4) Reactant: [CH2:1]([O:3][C:4](=[O:29])[NH:5][C:6]1[CH:11]=[CH:10][CH:9]=[C:8]([C:12]([C:15]2[C:20](=[O:21])[CH:19]=[CH:18][N:17]([C:22]3[CH:27]=[CH:26][C:25](Cl)=[CH:24][CH:23]=3)[N:16]=2)([OH:14])[CH3:13])[CH:7]=1)[CH3:2].CC(N(C)C)=O. Product: [OH:14][C:12]([C:8]1[CH:7]=[C:6]([NH:5][C:4](=[O:29])[O:3][CH2:1][CH3:2])[CH:11]=[CH:10][CH:9]=1)([C:15]1[C:20](=[O:21])[CH:19]=[CH:18][N:17]([C:22]2[CH:27]=[CH:26][CH:25]=[CH:24][CH:23]=2)[N:16]=1)[CH3:13]. The catalyst class is: 19. (5) Reactant: [OH-].[Na+].[CH3:3][C@@H:4]1[CH2:9][O:8][CH2:7][CH2:6][N:5]1[C:10]1[CH:15]=[C:14]([C:16]2([S@:19]([CH3:22])(=[NH:21])=[O:20])[CH2:18][CH2:17]2)[N:13]=[C:12]([C:23]2[CH:28]=[CH:27][N:26]=[C:25]3[N:29](S(C4C=CC(C)=CC=4)(=O)=O)[CH:30]=[CH:31][C:24]=23)[N:11]=1. Product: [CH3:3][C@@H:4]1[CH2:9][O:8][CH2:7][CH2:6][N:5]1[C:10]1[CH:15]=[C:14]([C:16]2([S@@:19]([CH3:22])(=[NH:21])=[O:20])[CH2:18][CH2:17]2)[N:13]=[C:12]([C:23]2[CH:28]=[CH:27][N:26]=[C:25]3[NH:29][CH:30]=[CH:31][C:24]=23)[N:11]=1. The catalyst class is: 149.